Dataset: Reaction yield outcomes from USPTO patents with 853,638 reactions. Task: Predict the reaction yield, written as a fraction of the theoretical maximum amount of product (1.0 means a 100% yield; for example, 0.34 means a 34% yield). (1) The reactants are [CH2:1]([C:3]1[CH:8]=[CH:7][CH:6]=[CH:5][C:4]=1[N+:9]([O-:11])=[O:10])[CH3:2].[CH2:12]=[O:13].CC([O-])(C)C.[K+]. The catalyst is CS(C)=O.C(O)(C)(C)C. The product is [N+:9]([C:4]1[CH:5]=[CH:6][CH:7]=[CH:8][C:3]=1[CH:1]([CH3:2])[CH2:12][OH:13])([O-:11])=[O:10]. The yield is 0.890. (2) The reactants are [CH2:1]([N:5]1[C:13]2[N:12]=[CH:11][NH:10][C:9]=2[C:8](=[O:14])[N:7]2[C:15]([CH2:18]Cl)=[N:16][N:17]=[C:6]12)[CH2:2][CH2:3][CH3:4].[CH3:20][OH:21]. The catalyst is C[O-].[Na+].O. The product is [CH2:1]([N:5]1[C:13]2[N:12]=[CH:11][NH:10][C:9]=2[C:8](=[O:14])[N:7]2[C:15]([CH2:18][O:21][CH3:20])=[N:16][N:17]=[C:6]12)[CH2:2][CH2:3][CH3:4]. The yield is 0.174. (3) The reactants are [NH2:1][CH2:2][CH2:3][CH2:4][C:5]1[CH:10]=[CH:9][N:8]=[CH:7][CH:6]=1.[C:11](N1C=CN=C1)(N1C=CN=C1)=[S:12].Cl.[C:24]12([CH2:34][CH2:35][NH:36][CH2:37][CH2:38][CH2:39][CH2:40][CH3:41])[CH2:33][CH:28]3[CH2:29][CH:30]([CH2:32][CH:26]([CH2:27]3)[CH2:25]1)[CH2:31]2.C(=O)([O-])O.[Na+]. The catalyst is O1CCCC1.C(OCC)(=O)C. The product is [C:24]12([CH2:34][CH2:35][N:36]([CH2:37][CH2:38][CH2:39][CH2:40][CH3:41])[C:11]([NH:1][CH2:2][CH2:3][CH2:4][C:5]3[CH:10]=[CH:9][N:8]=[CH:7][CH:6]=3)=[S:12])[CH2:31][CH:30]3[CH2:29][CH:28]([CH2:27][CH:26]([CH2:32]3)[CH2:25]1)[CH2:33]2. The yield is 0.240. (4) The reactants are [N+:1]([C:4]1[CH:5]=[C:6]([CH:9]=[CH:10][CH:11]=1)[CH:7]=O)([O-:3])=[O:2].[C:12]([NH:15][CH2:16][C:17]([OH:19])=[O:18])(=O)[CH3:13].C([O-])(=O)C.[Na+].C(OC(=O)C)(=O)C. No catalyst specified. The product is [CH3:13][C:12]1[O:19][C:17](=[O:18])[C:16](=[CH:7][C:6]2[CH:9]=[CH:10][CH:11]=[C:4]([N+:1]([O-:3])=[O:2])[CH:5]=2)[N:15]=1. The yield is 0.780. (5) The reactants are [OH-].[Na+].[NH2:3][C@H:4]([C:8]([OH:10])=[O:9])[CH:5]([CH3:7])[CH3:6].Cl[C:12]([O:14][CH3:15])=[O:13].C1C=C2C(C(O)(O)C(=O)C2=CC=1)=O.OS(O)(=O)=O. The catalyst is O.C1(C)C=CC=CC=1.CCOC(C)=O. The product is [CH3:15][O:14][C:12]([NH:3][C@@H:4]([CH:5]([CH3:7])[CH3:6])[C:8]([OH:10])=[O:9])=[O:13]. The yield is 0.880. (6) The reactants are Cl[CH2:2][CH2:3][CH2:4][S:5]([N:8]1[CH2:13][CH2:12][CH:11]([C:14]2[C:22]3[C:17](=[C:18]([C:29]([NH2:31])=[O:30])[CH:19]=[C:20]([C:23]4[CH:28]=[CH:27][CH:26]=[CH:25][CH:24]=4)[CH:21]=3)[NH:16][CH:15]=2)[CH2:10][CH2:9]1)(=[O:7])=[O:6].[CH3:32][O-:33].[Na+]. The catalyst is CO. The product is [CH3:32][O:33][CH2:2][CH2:3][CH2:4][S:5]([N:8]1[CH2:13][CH2:12][CH:11]([C:14]2[C:22]3[C:17](=[C:18]([C:29]([NH2:31])=[O:30])[CH:19]=[C:20]([C:23]4[CH:28]=[CH:27][CH:26]=[CH:25][CH:24]=4)[CH:21]=3)[NH:16][CH:15]=2)[CH2:10][CH2:9]1)(=[O:7])=[O:6]. The yield is 0.440. (7) The reactants are N(C(OCC)=O)=NC(OCC)=O.[CH2:13]([O:16][C:17]1[C:25]([C:26]([F:29])([F:28])[F:27])=[CH:24][CH:23]=[C:22]([CH2:30][O:31][C:32]2[CH:37]=[CH:36][C:35]([C:38]3[CH:43]=[CH:42][C:41]([CH2:44][C:45]([O:47][CH2:48][CH:49]=[CH2:50])=[O:46])=[CH:40][CH:39]=3)=[CH:34][CH:33]=2)[C:18]=1[C:19]([OH:21])=[O:20])[CH:14]=[CH2:15].[CH3:51][CH:52](O)[CH3:53].C1(P(C2C=CC=CC=2)C2C=CC=CC=2)C=CC=CC=1. The catalyst is O1CCCC1. The product is [CH2:13]([O:16][C:17]1[C:25]([C:26]([F:28])([F:29])[F:27])=[CH:24][CH:23]=[C:22]([CH2:30][O:31][C:32]2[CH:37]=[CH:36][C:35]([C:38]3[CH:39]=[CH:40][C:41]([CH2:44][C:45]([O:47][CH2:48][CH:49]=[CH2:50])=[O:46])=[CH:42][CH:43]=3)=[CH:34][CH:33]=2)[C:18]=1[C:19]([O:21][CH:52]([CH3:53])[CH3:51])=[O:20])[CH:14]=[CH2:15]. The yield is 0.870. (8) The reactants are [CH3:1][N:2]([CH3:6])[CH2:3][CH2:4][NH2:5].Cl[C:8]1[N:9]([CH2:31][CH:32]2[CH2:34][CH2:33]2)[C:10]2[C:15]([N:16]=1)=[C:14]([N:17]1[CH2:22][CH2:21][O:20][CH2:19][CH2:18]1)[N:13]=[C:12]([C:23]1[C:24]([CH3:30])=[N:25][C:26]([NH2:29])=[N:27][CH:28]=1)[N:11]=2. The catalyst is CS(C)=O. The product is [NH2:29][C:26]1[N:25]=[C:24]([CH3:30])[C:23]([C:12]2[N:11]=[C:10]3[C:15]([N:16]=[C:8]([NH:5][CH2:4][CH2:3][N:2]([CH3:6])[CH3:1])[N:9]3[CH2:31][CH:32]3[CH2:34][CH2:33]3)=[C:14]([N:17]3[CH2:22][CH2:21][O:20][CH2:19][CH2:18]3)[N:13]=2)=[CH:28][N:27]=1. The yield is 0.520. (9) The reactants are [CH3:1][O:2][C:3]([C@H:5]1[CH2:8][C@H:7]([O:9]CC2C=CC=CC=2)[CH2:6]1)=[O:4]. The catalyst is CO.[Pd]. The product is [CH3:1][O:2][C:3]([C@H:5]1[CH2:8][C@H:7]([OH:9])[CH2:6]1)=[O:4]. The yield is 0.945.